This data is from Peptide-MHC class I binding affinity with 185,985 pairs from IEDB/IMGT. The task is: Regression. Given a peptide amino acid sequence and an MHC pseudo amino acid sequence, predict their binding affinity value. This is MHC class I binding data. (1) The binding affinity (normalized) is 0.0847. The MHC is HLA-B39:01 with pseudo-sequence HLA-B39:01. The peptide sequence is IPRLGGMAF. (2) The peptide sequence is YRHDGGNVL. The MHC is HLA-A26:01 with pseudo-sequence HLA-A26:01. The binding affinity (normalized) is 0. (3) The peptide sequence is IIDKDTNSV. The MHC is HLA-A02:01 with pseudo-sequence HLA-A02:01. The binding affinity (normalized) is 0.619.